This data is from Forward reaction prediction with 1.9M reactions from USPTO patents (1976-2016). The task is: Predict the product of the given reaction. (1) Given the reactants [N:1]1([C:6]([C:8]2[CH:16]=[CH:15][C:11]([C:12]([OH:14])=O)=[CH:10][CH:9]=2)=[O:7])[CH2:5][CH2:4][CH2:3][CH2:2]1.CN(C(ON1N=NC2C=CC=CC1=2)=[N+](C)C)C.[B-](F)(F)(F)F.C(N(C(C)C)CC)(C)C.[Cl:48][C:49]1[CH:60]=[CH:59][C:52]2[NH:53][C:54]([CH:56]([NH2:58])[CH3:57])=[N:55][C:51]=2[CH:50]=1.ClCl, predict the reaction product. The product is: [Cl:48][C:49]1[CH:60]=[CH:59][C:52]2[NH:53][C:54]([CH:56]([NH:58][C:12](=[O:14])[C:11]3[CH:10]=[CH:9][C:8]([C:6]([N:1]4[CH2:2][CH2:3][CH2:4][CH2:5]4)=[O:7])=[CH:16][CH:15]=3)[CH3:57])=[N:55][C:51]=2[CH:50]=1. (2) Given the reactants [F:1][C:2]([F:32])([F:31])[C:3]1[CH:8]=[CH:7][C:6]([C:9]2[C:10]([C:15]([NH:17][C:18]3[CH:27]=[C:26]4[C:21]([CH:22]=[C:23]([C:28](O)=[O:29])[CH:24]=[N:25]4)=[CH:20][CH:19]=3)=[O:16])=[CH:11][CH:12]=[CH:13][CH:14]=2)=[CH:5][CH:4]=1.Cl.CN(C)[CH2:36][CH2:37][CH2:38][N:39]=[C:40]=NCC.ON1[C:50]2[CH:51]=[CH:52][CH:53]=[CH:54][C:49]=2N=N1.[CH2:55]([N:57](CC)CC)C.Cl[CH2:63]Cl, predict the reaction product. The product is: [C:49]1([C@H:55]([NH:57][C:28]([C:23]2[CH:24]=[N:25][C:26]3[C:21]([CH:22]=2)=[CH:20][CH:19]=[C:18]([NH:17][C:15]([C:10]2[C:9]([C:6]4[CH:7]=[CH:8][C:3]([C:2]([F:32])([F:31])[F:1])=[CH:4][CH:5]=4)=[CH:14][CH:13]=[CH:12][CH:11]=2)=[O:16])[CH:27]=3)=[O:29])[C:38]2[CH:37]=[CH:36][CH:63]=[CH:40][N:39]=2)[CH:54]=[CH:53][CH:52]=[CH:51][CH:50]=1. (3) Given the reactants [C:1]1([C:11](Cl)=[O:12])[C:10]2[C:5](=[CH:6][CH:7]=[CH:8][CH:9]=2)[CH:4]=[CH:3][CH:2]=1.[Cl-].[Cl-].[Cl-].[Al+3].[CH2:18]([C:21]1[N:25]2[CH:26]=[CH:27][CH:28]=[CH:29][C:24]2=[CH:23][N:22]=1)[CH2:19][CH3:20], predict the reaction product. The product is: [CH2:18]([C:21]1[N:25]2[CH:26]=[CH:27][CH:28]=[CH:29][C:24]2=[C:23]([C:11]([C:1]2[C:10]3[C:5](=[CH:6][CH:7]=[CH:8][CH:9]=3)[CH:4]=[CH:3][CH:2]=2)=[O:12])[N:22]=1)[CH2:19][CH3:20]. (4) Given the reactants [F:1][C:2]1[CH:10]=[CH:9][C:5]([C:6]([Cl:8])=[O:7])=[CH:4][CH:3]=1.[N:11]1[CH:16]=CC=[CH:13][CH:12]=1.C(OCC)(=[O:19])C, predict the reaction product. The product is: [ClH:8].[F:1][C:2]1[CH:10]=[CH:9][C:5]([C:6]([O:19][CH2:13][CH2:12][NH:11][CH3:16])=[O:7])=[CH:4][CH:3]=1. (5) Given the reactants [CH3:1][C:2]([CH3:44])([CH3:43])[C:3]([O:5][CH2:6][O:7][C:8](=[O:42])[C:9]1[CH:14]=[CH:13][CH:12]=[C:11]([CH2:15][CH:16]([NH:30][C:31](=[O:39])[CH2:32][CH2:33][CH2:34][S:35](=[O:38])(=[O:37])[NH2:36])[B:17]2[O:25]C3C(C)(C4CC(C3)C4(C)C)[O:18]2)[C:10]=1OC)=[O:4].[Cl-].[Al+3].[Cl-].[Cl-], predict the reaction product. The product is: [CH3:43][C:2]([CH3:44])([CH3:1])[C:3]([O:5][CH2:6][O:7][C:8]([C:9]1[C:10]2[O:25][B:17]([OH:18])[C@@H:16]([NH:30][C:31](=[O:39])[CH2:32][CH2:33][CH2:34][S:35](=[O:38])(=[O:37])[NH2:36])[CH2:15][C:11]=2[CH:12]=[CH:13][CH:14]=1)=[O:42])=[O:4]. (6) Given the reactants [Br:1][C:2]1[N:7]=[C:6]([CH2:8]O)[CH:5]=[CH:4][CH:3]=1.CCN(S(F)(F)[F:16])CC, predict the reaction product. The product is: [Br:1][C:2]1[CH:3]=[CH:4][CH:5]=[C:6]([CH2:8][F:16])[N:7]=1. (7) Given the reactants C(O[CH:4]=[C:5]1[C:16]2[C:8](=[CH:9][CH:10]=[C:11]3[C:15]=2[S:14][CH:13]=[N:12]3)[NH:7][C:6]1=[O:17])C.[CH:18]1[CH:19]=[CH:20][N:21]=[C:22]([NH:24][S:25]([C:28]2[CH:29]=[CH:30][C:31]([NH2:34])=[CH:32][CH:33]=2)(=[O:27])=[O:26])[CH:23]=1.C(O)C, predict the reaction product. The product is: [O:17]=[C:6]1[C:5](=[CH:4][NH:34][C:31]2[CH:30]=[CH:29][C:28]([S:25]([NH:24][C:22]3[CH:23]=[CH:18][CH:19]=[CH:20][N:21]=3)(=[O:27])=[O:26])=[CH:33][CH:32]=2)[C:16]2[C:8](=[CH:9][CH:10]=[C:11]3[C:15]=2[S:14][CH:13]=[N:12]3)[NH:7]1.